From a dataset of Forward reaction prediction with 1.9M reactions from USPTO patents (1976-2016). Predict the product of the given reaction. (1) The product is: [I:1][C:2]1[CH:15]=[CH:14][C:5]2[CH2:6][CH2:7][CH2:8][CH2:9][CH:10]([N:11]([O:12][CH3:13])[C:29]([C:27]3[C:26]([CH:32]([F:34])[F:33])=[N:25][N:24]([CH3:23])[CH:28]=3)=[O:30])[C:4]=2[CH:3]=1. Given the reactants [I:1][C:2]1[CH:15]=[CH:14][C:5]2[CH2:6][CH2:7][CH2:8][CH2:9][CH:10]([NH:11][O:12][CH3:13])[C:4]=2[CH:3]=1.C(N(CC)CC)C.[CH3:23][N:24]1[CH:28]=[C:27]([C:29](Cl)=[O:30])[C:26]([C:32](F)([F:34])[F:33])=[N:25]1, predict the reaction product. (2) The product is: [OH:13][CH2:11][C:2]1[CH:3]=[CH:4][C:5]([C:7]([O:9][CH2:10][CH3:20])=[O:8])=[CH:6][N:1]=1. Given the reactants [N:1]1[CH:6]=[C:5]([C:7]([O:9][CH3:10])=[O:8])[CH:4]=[CH:3][C:2]=1[C:11]([O:13]C)=O.[BH4-].[Na+].[Cl-].[NH4+].O1CCC[CH2:20]1, predict the reaction product.